This data is from Full USPTO retrosynthesis dataset with 1.9M reactions from patents (1976-2016). The task is: Predict the reactants needed to synthesize the given product. (1) Given the product [NH2:1][CH2:2][CH2:3][O:4][C:5]1[CH:6]=[C:7]([CH2:11][CH2:12][CH:13]([OH:17])[CH:14]([CH3:15])[CH3:16])[CH:8]=[CH:9][CH:10]=1, predict the reactants needed to synthesize it. The reactants are: [NH2:1][CH2:2][CH2:3][O:4][C:5]1[CH:6]=[C:7]([C:11]#[C:12][CH:13]([OH:17])[CH:14]([CH3:16])[CH3:15])[CH:8]=[CH:9][CH:10]=1. (2) Given the product [F:1][C:2]1[CH:7]=[CH:6][C:5]([F:8])=[CH:4][C:3]=1[C:9]1[CH:14]=[C:13]([N:15]2[C:19]3[CH:20]=[CH:21][C:22]([C:24]4[CH:25]=[N:26][N:27]([CH2:29][CH2:30][N:31]5[CH2:36][CH2:35][O:34][CH2:33][CH2:32]5)[CH:28]=4)=[CH:23][C:18]=3[N:17]=[CH:16]2)[CH:12]=[C:11]([NH:37][S:44]([CH:41]2[CH2:43][CH2:42]2)(=[O:46])=[O:45])[CH:10]=1, predict the reactants needed to synthesize it. The reactants are: [F:1][C:2]1[CH:7]=[CH:6][C:5]([F:8])=[CH:4][C:3]=1[C:9]1[CH:14]=[C:13]([N:15]2[C:19]3[CH:20]=[CH:21][C:22]([C:24]4[CH:25]=[N:26][N:27]([CH2:29][CH2:30][N:31]5[CH2:36][CH2:35][O:34][CH2:33][CH2:32]5)[CH:28]=4)=[CH:23][C:18]=3[N:17]=[CH:16]2)[CH:12]=[C:11]([NH:37]C(=O)C)[CH:10]=1.[CH:41]1([S:44](Cl)(=[O:46])=[O:45])[CH2:43][CH2:42]1. (3) Given the product [CH3:19][C:14]1([CH3:20])[C:15]([CH3:18])([CH3:17])[O:16][B:12]([C:2]2[CH:3]=[C:4]3[C:8](=[CH:9][CH:10]=2)[NH:7][C:6](=[O:11])[CH2:5]3)[O:13]1, predict the reactants needed to synthesize it. The reactants are: Br[C:2]1[CH:3]=[C:4]2[C:8](=[CH:9][CH:10]=1)[NH:7][C:6](=[O:11])[CH2:5]2.[B:12]1([B:12]2[O:16][C:15]([CH3:18])([CH3:17])[C:14]([CH3:20])([CH3:19])[O:13]2)[O:16][C:15]([CH3:18])([CH3:17])[C:14]([CH3:20])([CH3:19])[O:13]1.CC([O-])=O.[K+]. (4) Given the product [F:39][C:40]([F:53])([F:52])[S:41]([O:32][C:3]1[C:4]([O:30][CH3:31])=[N:5][C:6]2[C:11]([C:2]=1[Cl:1])=[CH:10][C:9]([C:12]([OH:29])([C:23]1[N:27]([CH3:28])[CH:26]=[N:25][CH:24]=1)[C:13]1[CH:14]=[N:15][C:16]([C:19]([F:22])([F:20])[F:21])=[CH:17][CH:18]=1)=[CH:8][CH:7]=2)(=[O:43])=[O:42], predict the reactants needed to synthesize it. The reactants are: [Cl:1][C:2]1[C:11]2[C:6](=[CH:7][CH:8]=[C:9]([C:12]([OH:29])([C:23]3[N:27]([CH3:28])[CH:26]=[N:25][CH:24]=3)[C:13]3[CH:14]=[N:15][C:16]([C:19]([F:22])([F:21])[F:20])=[CH:17][CH:18]=3)[CH:10]=2)[N:5]=[C:4]([O:30][CH3:31])[C:3]=1[OH:32].N1C=CC=CC=1.[F:39][C:40]([F:53])([F:52])[S:41](O[S:41]([C:40]([F:53])([F:52])[F:39])(=[O:43])=[O:42])(=[O:43])=[O:42].Cl. (5) Given the product [F:19][C:20]1[CH:21]=[C:22]([S:26]([N:29]([CH:30]([CH3:32])[CH3:31])[CH2:33][C:34]([NH:13][CH2:12][C:11]2[CH:14]=[CH:15][CH:16]=[C:9]([C:6]3[CH:5]=[CH:4][C:3]([C:2]([F:17])([F:1])[F:18])=[CH:8][N:7]=3)[CH:10]=2)=[O:35])(=[O:28])=[O:27])[CH:23]=[CH:24][CH:25]=1, predict the reactants needed to synthesize it. The reactants are: [F:1][C:2]([F:18])([F:17])[C:3]1[CH:4]=[CH:5][C:6]([C:9]2[CH:10]=[C:11]([CH:14]=[CH:15][CH:16]=2)[CH2:12][NH2:13])=[N:7][CH:8]=1.[F:19][C:20]1[CH:21]=[C:22]([S:26]([N:29]([CH2:33][C:34](O)=[O:35])[CH:30]([CH3:32])[CH3:31])(=[O:28])=[O:27])[CH:23]=[CH:24][CH:25]=1.CN(C(ON1N=NC2C=CC=NC1=2)=[N+](C)C)C.F[P-](F)(F)(F)(F)F.C(N(CC)C(C)C)(C)C.OS([O-])(=O)=O.[K+]. (6) Given the product [CH3:8][C:5]1[CH:6]=[CH:7][C:11]([C:10]([F:18])([F:9])[C:14]([F:17])([F:16])[F:15])=[CH:3][CH:4]=1, predict the reactants needed to synthesize it. The reactants are: IC1[CH:7]=[CH:6][C:5]([CH3:8])=[CH:4][CH:3]=1.[F:9][C:10]([F:18])([C:14]([F:17])([F:16])[F:15])[C:11]([O-])=O.[K+].O.CCOCC. (7) Given the product [CH3:3][O:4][N:5]1[CH2:10][CH2:9][CH:8]([OH:11])[CH2:7][CH2:6]1, predict the reactants needed to synthesize it. The reactants are: [BH4-].[Na+].[CH3:3][O:4][N:5]1[CH2:10][CH2:9][C:8](=[O:11])[CH2:7][CH2:6]1.[Cl-].[NH4+]. (8) Given the product [Cl:1][C:2]1[CH:7]=[CH:6][C:5]([CH:8]2[S:14][CH2:13][CH:12]([CH3:15])[NH:11][C:10]3[N:16]([CH3:25])[N:17]=[C:18]([C:19]4[CH:24]=[CH:23][CH:22]=[CH:21][N:20]=4)[C:9]2=3)=[C:4]([CH3:26])[CH:3]=1, predict the reactants needed to synthesize it. The reactants are: [Cl:1][C:2]1[CH:7]=[CH:6][C:5]([CH:8]2[S:14][CH2:13][C:12]([CH3:15])=[N:11][C:10]3[N:16]([CH3:25])[N:17]=[C:18]([C:19]4[CH:24]=[CH:23][CH:22]=[CH:21][N:20]=4)[C:9]2=3)=[C:4]([CH3:26])[CH:3]=1.C(O)(=O)C.C(O[BH-](OC(=O)C)OC(=O)C)(=O)C.[Na+]. (9) Given the product [C:29]1(=[O:35])[C:30]2[C:26](=[CH:25][CH:24]=[CH:32][CH:31]=2)[CH:27]=[CH:28]1, predict the reactants needed to synthesize it. The reactants are: C(N(CC)CC)C.CN(C1C=CC=CN=1)C.CN(C)C(Cl)=S.O[C:24]1[C:25](C)=[C:26]2[C:30](=[CH:31][C:32]=1C=O)[C:29](=[O:35])[C:28](/C=C/C)=[CH:27]2. (10) Given the product [O:39]1[CH:40]=[CH:41][CH:42]=[C:38]1[C:36]([C:35]1[CH:7]([C:6]2[CH:9]=[CH:10][C:3]([C:2]([F:12])([F:11])[F:1])=[CH:4][CH:5]=2)[N:13]([C:14]2[S:15][C:16]([S:19]([C:22]3[CH:23]=[CH:24][C:25]([N+:28]([O-:30])=[O:29])=[CH:26][CH:27]=3)(=[O:20])=[O:21])=[CH:17][N:18]=2)[C:33](=[O:32])[C:34]=1[OH:43])=[O:37], predict the reactants needed to synthesize it. The reactants are: [F:1][C:2]([F:12])([F:11])[C:3]1[CH:10]=[CH:9][C:6]([CH:7]=O)=[CH:5][CH:4]=1.[NH2:13][C:14]1[S:15][C:16]([S:19]([C:22]2[CH:27]=[CH:26][C:25]([N+:28]([O-:30])=[O:29])=[CH:24][CH:23]=2)(=[O:21])=[O:20])=[CH:17][N:18]=1.C[O:32][C:33](=O)[C:34](=[O:43])[CH2:35][C:36]([C:38]1[O:39][CH:40]=[CH:41][CH:42]=1)=[O:37].